Dataset: Forward reaction prediction with 1.9M reactions from USPTO patents (1976-2016). Task: Predict the product of the given reaction. (1) Given the reactants [CH:1]1([CH2:4][C:5]2([C:14]#[N:15])[CH2:8][CH:7]([CH2:9][S:10][CH2:11][CH2:12][CH3:13])[CH2:6]2)[CH2:3][CH2:2]1.[CH3:16][Mg]Br.[BH4-].[Na+].Cl, predict the reaction product. The product is: [CH:1]1([CH2:4][C:5]2([CH:14]([NH2:15])[CH3:16])[CH2:6][CH:7]([CH2:9][S:10][CH2:11][CH2:12][CH3:13])[CH2:8]2)[CH2:2][CH2:3]1. (2) Given the reactants [F:1][CH:2]([F:33])[C:3]1[N:7]([CH2:8][C:9]2[C:18]3[C:13](=[CH:14][CH:15]=[CH:16][CH:17]=3)[CH:12]=[CH:11][CH:10]=2)[C:6]2[CH:19]=[C:20]([N:27]3[CH2:32][CH2:31][O:30][CH2:29][CH2:28]3)[CH:21]=[C:22]([C:23]([O:25]C)=[O:24])[C:5]=2[N:4]=1.[Li+].[OH-], predict the reaction product. The product is: [F:33][CH:2]([F:1])[C:3]1[N:7]([CH2:8][C:9]2[C:18]3[C:13](=[CH:14][CH:15]=[CH:16][CH:17]=3)[CH:12]=[CH:11][CH:10]=2)[C:6]2[CH:19]=[C:20]([N:27]3[CH2:32][CH2:31][O:30][CH2:29][CH2:28]3)[CH:21]=[C:22]([C:23]([OH:25])=[O:24])[C:5]=2[N:4]=1.